From a dataset of Forward reaction prediction with 1.9M reactions from USPTO patents (1976-2016). Predict the product of the given reaction. (1) Given the reactants [CH3:1][O:2][C:3](=[O:14])[C:4]([C:7]1[CH:12]=[CH:11][CH:10]=[C:9]([Br:13])[CH:8]=1)(C)C.BrC1C=C(C[C:23](O)=[O:24])C=CC=1, predict the reaction product. The product is: [CH3:1][O:2][C:3](=[O:14])[CH2:4][C:7]1[CH:8]=[C:9]([Br:13])[CH:10]=[CH:11][C:12]=1[O:24][CH3:23]. (2) The product is: [CH2:16]([C:5]1[C:4]2[C:9](=[CH:10][C:11]([O:12][CH3:13])=[C:2](/[C:35](/[CH3:36])=[CH:29]\[CH2:30][OH:31])[CH:3]=2)[O:8][C:7]([CH3:15])([CH3:14])[CH:6]=1)[CH3:17]. Given the reactants Br[C:2]1[CH:3]=[C:4]2[C:9](=[CH:10][C:11]=1[O:12][CH3:13])[O:8][C:7]([CH3:15])([CH3:14])[CH:6]=[C:5]2[CH2:16][CH3:17].B1(B2[O:31][C:30](C)(C)[C:29]([CH3:35])(C)O2)O[C:29](C)([CH3:35])[C:30](C)(C)[O:31]1.[C:36]([O-])(=O)C.[K+].C(=O)([O-])[O-].[Na+].[Na+], predict the reaction product.